This data is from Reaction yield outcomes from USPTO patents with 853,638 reactions. The task is: Predict the reaction yield, written as a fraction of the theoretical maximum amount of product (1.0 means a 100% yield; for example, 0.34 means a 34% yield). (1) The yield is 0.270. The reactants are [Cl:1][C:2]1[CH:22]=[N:21][C:5]2=[N:6][C:7]([N:12]3[CH2:19][CH:18]4[CH:14]([CH2:15][N:16]([CH3:20])[CH2:17]4)[CH2:13]3)=[C:8]([NH:10][NH2:11])[N:9]=[C:4]2[CH:3]=1.[CH:23](OC)(OC)OC. The catalyst is CCOCC. The product is [Cl:1][C:2]1[CH:22]=[N:21][C:5]2[N:6]=[C:7]([N:12]3[CH2:19][CH:18]4[CH:14]([CH2:15][N:16]([CH3:20])[CH2:17]4)[CH2:13]3)[C:8]3[N:9]([CH:23]=[N:11][N:10]=3)[C:4]=2[CH:3]=1. (2) The product is [Si:1]([O:8][C@H:9]([C:27]([CH3:41])([CH3:42])[C:28](=[O:40])[C@H:29]([CH3:39])[C@@H:30]([O:38][Si:51]([C:54]([CH3:57])([CH3:56])[CH3:55])([CH3:53])[CH3:52])[C@@H:31]([CH3:37])[CH2:32][CH2:33][CH2:34][CH:35]=[CH2:36])[CH2:10][C:11]([O:13][C@@H:14]([CH2:24][CH:25]=[CH2:26])/[C:15](/[CH3:23])=[CH:16]/[C:17]1[N:18]=[C:19]([CH3:22])[S:20][CH:21]=1)=[O:12])([C:4]([CH3:5])([CH3:7])[CH3:6])([CH3:3])[CH3:2]. The catalyst is C(Cl)Cl. The reactants are [Si:1]([O:8][C@H:9]([C:27]([CH3:42])([CH3:41])[C:28](=[O:40])[C@H:29]([CH3:39])[C@@H:30]([OH:38])[C@@H:31]([CH3:37])[CH2:32][CH2:33][CH2:34][CH:35]=[CH2:36])[CH2:10][C:11]([O:13][C@@H:14]([CH2:24][CH:25]=[CH2:26])/[C:15](/[CH3:23])=[CH:16]/[C:17]1[N:18]=[C:19]([CH3:22])[S:20][CH:21]=1)=[O:12])([C:4]([CH3:7])([CH3:6])[CH3:5])([CH3:3])[CH3:2].N1C(C)=CC=CC=1C.[Si:51](OS(C(F)(F)F)(=O)=O)([C:54]([CH3:57])([CH3:56])[CH3:55])([CH3:53])[CH3:52]. The yield is 0.730. (3) The reactants are [Cl:1][C:2]1[CH:3]=[CH:4][C:5]2[N:6]([CH:8]=[CH:9][N:10]=2)[N:7]=1.C(=O)([O-])[O-].[K+].[K+].[C:30]1(P([C:30]2[CH:35]=[CH:34][CH:33]=[CH:32][CH:31]=2)[C:30]2[CH:35]=[CH:34][CH:33]=[CH:32][CH:31]=2)[CH:35]=[CH:34][CH:33]=[CH:32][CH:31]=1. The catalyst is C1(C)C=CC=CC=1.C([O-])(=O)C.[Pd+2].C([O-])(=O)C. The product is [Cl:1][C:2]1[CH:3]=[CH:4][C:5]2[N:6]([C:8]([C:32]3[C:31]4[C:30](=[CH:2][CH:3]=[CH:4][CH:5]=4)[CH:35]=[CH:34][CH:33]=3)=[CH:9][N:10]=2)[N:7]=1. The yield is 0.430. (4) The reactants are [C:1]([C:5]1[C:13]2[C:8](=[CH:9][C:10]([N+:14]([O-])=O)=[CH:11][CH:12]=2)[NH:7][CH:6]=1)([CH3:4])([CH3:3])[CH3:2]. The catalyst is [Ni]. The product is [C:1]([C:5]1[C:13]2[C:8](=[CH:9][C:10]([NH2:14])=[CH:11][CH:12]=2)[NH:7][CH:6]=1)([CH3:4])([CH3:2])[CH3:3]. The yield is 0.770. (5) The reactants are [CH3:1][C:2]([C:4]1[CH:9]=[CH:8][C:7]([NH2:10])=[CH:6][CH:5]=1)=[O:3].N1C=CC=CC=1.[S:17](Cl)([CH3:20])(=[O:19])=[O:18]. The catalyst is ClCCl. The product is [C:2]([C:4]1[CH:9]=[CH:8][C:7]([NH:10][S:17]([CH3:20])(=[O:19])=[O:18])=[CH:6][CH:5]=1)(=[O:3])[CH3:1]. The yield is 0.600. (6) The reactants are [C:1]([O:5][C:6](=[O:23])[NH:7][C:8]1[CH:13]=[C:12](Br)[CH:11]=[CH:10][C:9]=1[NH:15][C:16]([O:18][C:19]([CH3:22])([CH3:21])[CH3:20])=[O:17])([CH3:4])([CH3:3])[CH3:2].[C:24]([NH:28][S:29]([C:32]1[CH:37]=[CH:36][CH:35]=[CH:34][C:33]=1B(O)O)(=[O:31])=[O:30])([CH3:27])([CH3:26])[CH3:25].C([O-])([O-])=O.[Na+].[Na+]. The catalyst is COCCOC.Cl[Pd]Cl.C1C=CC(P(C2C=CC=CC=2)[C-]2C=CC=C2)=CC=1.C1C=CC(P(C2C=CC=CC=2)[C-]2C=CC=C2)=CC=1.[Fe+2]. The product is [C:1]([O:5][C:6](=[O:23])[NH:7][C:8]1[CH:13]=[C:12]([C:33]2[CH:34]=[CH:35][CH:36]=[CH:37][C:32]=2[S:29]([NH:28][C:24]([CH3:27])([CH3:26])[CH3:25])(=[O:30])=[O:31])[CH:11]=[CH:10][C:9]=1[NH:15][C:16]([O:18][C:19]([CH3:22])([CH3:21])[CH3:20])=[O:17])([CH3:4])([CH3:3])[CH3:2]. The yield is 1.00. (7) The reactants are [Cl:1][C:2]1[CH:7]=[C:6]([N:8]=[C:9]=[S:10])[CH:5]=[C:4]([C:11]([F:14])([F:13])[F:12])[C:3]=1[C:15]1[CH:20]=[CH:19][C:18]([CH2:21][CH2:22][NH:23][S:24]([CH3:27])(=[O:26])=[O:25])=[CH:17][CH:16]=1.[N:28]#[C:29][NH2:30].[Na].[CH3:32]I. The catalyst is CO. The product is [Cl:1][C:2]1[CH:7]=[C:6]([N:8]([NH:28][C:29]#[N:30])[CH2:9][S:10][CH3:32])[CH:5]=[C:4]([C:11]([F:13])([F:14])[F:12])[C:3]=1[C:15]1[CH:16]=[CH:17][C:18]([CH2:21][CH2:22][NH:23][S:24]([CH3:27])(=[O:25])=[O:26])=[CH:19][CH:20]=1. The yield is 0.340. (8) The reactants are [O:1]=[C:2]1[C:11]2[C:6](=[CH:7][CH:8]=[CH:9][N:10]=2)[N:5]([CH2:12][C:13]2[CH:18]=[CH:17][CH:16]=[CH:15][C:14]=2[C:19]2[CH:24]=[CH:23][C:22]([C:25]([F:28])([F:27])[F:26])=[CH:21][CH:20]=2)[CH:4]=[C:3]1[C:29]([O:31]CC)=[O:30].O.[OH-].[Li+]. The catalyst is CS(C)=O.CO.O.C(#N)C. The product is [O:1]=[C:2]1[C:11]2[C:6](=[CH:7][CH:8]=[CH:9][N:10]=2)[N:5]([CH2:12][C:13]2[CH:18]=[CH:17][CH:16]=[CH:15][C:14]=2[C:19]2[CH:24]=[CH:23][C:22]([C:25]([F:28])([F:27])[F:26])=[CH:21][CH:20]=2)[CH:4]=[C:3]1[C:29]([OH:31])=[O:30]. The yield is 0.426. (9) The catalyst is CN(C)C1C=CN=CC=1.N1C=CC=CC=1. The product is [C:1]([O:5][C:6](=[O:27])[NH:7][C:8]1[CH:9]=[N:10][C:11]2[CH2:12][CH:13]([C:18]([CH3:26])([CH3:25])[O:19][SiH2:20][C:21]([CH3:24])([CH3:23])[CH3:22])[CH2:14][N:15]([S:35]([C:33]3[C:32]([CH3:39])=[N:31][N:30]([CH:29]([F:40])[F:28])[CH:34]=3)(=[O:37])=[O:36])[C:16]=2[CH:17]=1)([CH3:4])([CH3:3])[CH3:2]. The yield is 0.660. The reactants are [C:1]([O:5][C:6](=[O:27])[NH:7][C:8]1[CH:9]=[N:10][C:11]2[CH2:12][CH:13]([C:18]([CH3:26])([CH3:25])[O:19][SiH2:20][C:21]([CH3:24])([CH3:23])[CH3:22])[CH2:14][NH:15][C:16]=2[CH:17]=1)([CH3:4])([CH3:3])[CH3:2].[F:28][CH:29]([F:40])[N:30]1[CH:34]=[C:33]([S:35](Cl)(=[O:37])=[O:36])[C:32]([CH3:39])=[N:31]1.